This data is from Full USPTO retrosynthesis dataset with 1.9M reactions from patents (1976-2016). The task is: Predict the reactants needed to synthesize the given product. (1) Given the product [C:1]([O:5][C:6]([N:8]1[CH2:17][CH2:16][N:15]2[C@H:10]([CH2:11][O:12][C:13]([C:19]3[CH:24]=[CH:23][C:22]([F:25])=[C:21]([C:26]#[N:27])[C:20]=3[CH3:28])=[CH:14]2)[CH2:9]1)=[O:7])([CH3:4])([CH3:3])[CH3:2], predict the reactants needed to synthesize it. The reactants are: [C:1]([O:5][C:6]([N:8]1[CH2:17][CH2:16][N:15]2[C@H:10]([CH2:11][O:12][C@@:13]([C:19]3[CH:24]=[CH:23][C:22]([F:25])=[C:21]([C:26]#[N:27])[C:20]=3[CH3:28])(O)[CH2:14]2)[CH2:9]1)=[O:7])([CH3:4])([CH3:3])[CH3:2].C(N(CC)CC)C. (2) Given the product [CH2:9]([CH:11]([CH2:30][CH2:31][CH2:32][CH3:33])[CH2:12][O:13][C:14]1[CH:19]=[C:18]([I:1])[C:17]([Br:20])=[CH:16][C:15]=1[O:21][CH2:22][CH:23]([CH2:28][CH3:29])[CH2:24][CH2:25][CH2:26][CH3:27])[CH3:10], predict the reactants needed to synthesize it. The reactants are: [I:1]N1C(=O)CCC1=O.[CH2:9]([CH:11]([CH2:30][CH2:31][CH2:32][CH3:33])[CH2:12][O:13][C:14]1[CH:19]=[CH:18][C:17]([Br:20])=[CH:16][C:15]=1[O:21][CH2:22][CH:23]([CH2:28][CH3:29])[CH2:24][CH2:25][CH2:26][CH3:27])[CH3:10].C(O)(=O)C.O. (3) Given the product [O:40]1[CH2:41][CH2:42][N:37]([CH2:36][C:33]2[CH:32]=[CH:31][C:30]([C:2]3[CH:11]=[C:10]([C:12]([NH:14][CH2:15][CH2:16][N:17]4[CH2:21][CH2:20][CH2:19][CH2:18]4)=[O:13])[C:9]4[C:4](=[CH:5][CH:6]=[CH:7][CH:8]=4)[N:3]=3)=[CH:35][CH:34]=2)[CH2:38][CH2:39]1, predict the reactants needed to synthesize it. The reactants are: Cl[C:2]1[CH:11]=[C:10]([C:12]([NH:14][CH2:15][CH2:16][N:17]2[CH2:21][CH2:20][CH2:19][CH2:18]2)=[O:13])[C:9]2[C:4](=[CH:5][CH:6]=[CH:7][CH:8]=2)[N:3]=1.CC1(C)C(C)(C)OB([C:30]2[CH:35]=[CH:34][C:33]([CH2:36][N:37]3[CH2:42][CH2:41][O:40][CH2:39][CH2:38]3)=[CH:32][CH:31]=2)O1.P([O-])([O-])([O-])=O.[K+].[K+].[K+]. (4) Given the product [Cl:8][C:9]1[CH:14]=[CH:13][C:12]([C:15]2[NH:19][N:18]=[C:17]([CH:20]3[CH2:25][CH2:24][N:23]([S:42]([C:39]4[CH:38]=[CH:37][C:36]([O:35][C:34]([F:33])([F:46])[F:47])=[CH:41][CH:40]=4)(=[O:44])=[O:43])[CH2:22][CH:21]3[C:26]3[CH:27]=[CH:28][C:29]([F:32])=[CH:30][CH:31]=3)[CH:16]=2)=[CH:11][CH:10]=1, predict the reactants needed to synthesize it. The reactants are: FC(F)(F)C(O)=O.[Cl:8][C:9]1[CH:14]=[CH:13][C:12]([C:15]2[NH:19][N:18]=[C:17]([C@@H:20]3[CH2:25][CH2:24][NH:23][CH2:22][C@H:21]3[C:26]3[CH:31]=[CH:30][C:29]([F:32])=[CH:28][CH:27]=3)[CH:16]=2)=[CH:11][CH:10]=1.[F:33][C:34]([F:47])([F:46])[O:35][C:36]1[CH:41]=[CH:40][C:39]([S:42](Cl)(=[O:44])=[O:43])=[CH:38][CH:37]=1. (5) Given the product [CH2:4]([O:9][CH2:10][CH:12]([OH:14])[CH2:13][OH:1])[CH2:5][CH2:6][CH2:7][CH3:8], predict the reactants needed to synthesize it. The reactants are: [OH2:1].[OH-].[Na+].[CH2:4]([OH:9])[CH2:5][CH2:6][CH2:7][CH3:8].[CH2:10]([CH:12]1[O:14][CH2:13]1)Cl. (6) Given the product [C:19]([N:8]1[CH2:7][CH2:6][C:5]2[C:10](=[CH:11][C:2]([Br:1])=[CH:3][CH:4]=2)[CH2:9]1)(=[O:21])[CH3:20], predict the reactants needed to synthesize it. The reactants are: [Br:1][C:2]1[CH:11]=[C:10]2[C:5]([CH2:6][CH2:7][NH:8][CH2:9]2)=[CH:4][CH:3]=1.C(N(CC)CC)C.[C:19](OC(=O)C)(=[O:21])[CH3:20].Cl. (7) Given the product [CH2:1]([O:8][C:9]1[C:14](=[O:15])[N:13]=[C:12]([CH2:16][C:17]2[CH:22]=[CH:21][CH:20]=[CH:19][C:18]=2[C:36]2[CH:35]=[CH:34][C:33]([F:32])=[C:38]([F:39])[CH:37]=2)[N:11]2[CH2:24][CH2:25][N:26]([CH:29]([CH3:31])[CH3:30])[C:27](=[O:28])[C:10]=12)[C:2]1[CH:7]=[CH:6][CH:5]=[CH:4][CH:3]=1, predict the reactants needed to synthesize it. The reactants are: [CH2:1]([O:8][C:9]1[C:14](=[O:15])[N:13]=[C:12]([CH2:16][C:17]2[CH:22]=[CH:21][CH:20]=[CH:19][C:18]=2Br)[N:11]2[CH2:24][CH2:25][N:26]([CH:29]([CH3:31])[CH3:30])[C:27](=[O:28])[C:10]=12)[C:2]1[CH:7]=[CH:6][CH:5]=[CH:4][CH:3]=1.[F:32][C:33]1[CH:34]=[C:35](B(O)O)[CH:36]=[CH:37][C:38]=1[F:39].C(=O)([O-])[O-].[Na+].[Na+].